Dataset: Forward reaction prediction with 1.9M reactions from USPTO patents (1976-2016). Task: Predict the product of the given reaction. (1) Given the reactants Cl.Cl[C:3]1[N:8]=[C:7]([C:9]2[CH:14]=[CH:13][C:12]([F:15])=[CH:11][C:10]=2[F:16])[C:6]([F:17])=[CH:5][N:4]=1.[CH3:18][CH:19]([S:21]([CH2:24][C:25]1[CH:26]=[C:27]([CH:29]=[CH:30][CH:31]=1)[NH2:28])(=[O:23])=[O:22])[CH3:20].C(=O)(O)[O-].[Na+], predict the reaction product. The product is: [F:16][C:10]1[CH:11]=[C:12]([F:15])[CH:13]=[CH:14][C:9]=1[C:7]1[C:6]([F:17])=[CH:5][N:4]=[C:3]([NH:28][C:27]2[CH:29]=[CH:30][CH:31]=[C:25]([CH2:24][S:21]([CH:19]([CH3:20])[CH3:18])(=[O:23])=[O:22])[CH:26]=2)[N:8]=1. (2) Given the reactants I[C:2]1[CH:3]=[C:4]([CH:24]=[CH:25][CH:26]=1)[CH2:5][O:6][NH:7][C:8](=[O:23])[C:9]1[CH:14]=[CH:13][CH:12]=[CH:11][C:10]=1[NH:15][CH2:16][C:17]1[CH:22]=[CH:21][N:20]=[CH:19][CH:18]=1.[C:27]([CH2:29][CH2:30][CH2:31][C:32]#[CH:33])#[N:28], predict the reaction product. The product is: [C:27]([CH2:29][CH2:30][CH2:31][C:32]#[C:33][C:2]1[CH:3]=[C:4]([CH:24]=[CH:25][CH:26]=1)[CH2:5][O:6][NH:7][C:8](=[O:23])[C:9]1[CH:14]=[CH:13][CH:12]=[CH:11][C:10]=1[NH:15][CH2:16][C:17]1[CH:22]=[CH:21][N:20]=[CH:19][CH:18]=1)#[N:28]. (3) Given the reactants [CH3:1][C:2]1[CH:3]=[CH:4][CH:5]=[C:6]2[C:10]=1[N:9]([CH2:11][CH2:12][O:13][CH3:14])[CH:8]=[C:7]2[C:15]([OH:17])=O.Cl.Cl.[F:20][C:21]([F:39])([F:38])[C:22]([NH:24][CH2:25][C:26]1[CH:31]=[CH:30][N:29]=[C:28]([CH:32]2[CH2:37][CH2:36][NH:35][CH2:34][CH2:33]2)[CH:27]=1)=[O:23], predict the reaction product. The product is: [F:38][C:21]([F:20])([F:39])[C:22]([NH:24][CH2:25][C:26]1[CH:31]=[CH:30][N:29]=[C:28]([CH:32]2[CH2:33][CH2:34][N:35]([C:15]([C:7]3[C:6]4[C:10](=[C:2]([CH3:1])[CH:3]=[CH:4][CH:5]=4)[N:9]([CH2:11][CH2:12][O:13][CH3:14])[CH:8]=3)=[O:17])[CH2:36][CH2:37]2)[CH:27]=1)=[O:23]. (4) Given the reactants C[O-].[Na+:3].[CH3:4][C:5]1([CH3:27])[C@@H:7]([C:8]([NH:10]/[C:11](/[C:24]([OH:26])=[O:25])=[CH:12]\[CH2:13][CH2:14][CH2:15][CH2:16][S:17][CH2:18][C@H:19]([NH2:23])[C:20]([OH:22])=[O:21])=[O:9])[CH2:6]1, predict the reaction product. The product is: [CH3:4][C:5]1([CH3:27])[C@@H:7]([C:8]([NH:10]/[C:11](/[C:24]([O-:26])=[O:25])=[CH:12]\[CH2:13][CH2:14][CH2:15][CH2:16][S:17][CH2:18][C@H:19]([NH2:23])[C:20]([OH:22])=[O:21])=[O:9])[CH2:6]1.[Na+:3]. (5) The product is: [Cl:42][CH2:18][C:15]1[CH:14]=[C:13]([C:5]2[CH:4]=[C:3]([C:2]([F:21])([F:20])[F:1])[CH:8]=[C:7]([C:9]([F:12])([F:11])[F:10])[CH:6]=2)[O:17][N:16]=1. Given the reactants [F:1][C:2]([F:21])([F:20])[C:3]1[CH:4]=[C:5]([C:13]2[O:17][N:16]=[C:15]([CH2:18]O)[CH:14]=2)[CH:6]=[C:7]([C:9]([F:12])([F:11])[F:10])[CH:8]=1.C1(P(C2C=CC=CC=2)C2C=CC=CC=2)C=CC=CC=1.C(Cl)(Cl)(Cl)[Cl:42], predict the reaction product.